This data is from NCI-60 drug combinations with 297,098 pairs across 59 cell lines. The task is: Regression. Given two drug SMILES strings and cell line genomic features, predict the synergy score measuring deviation from expected non-interaction effect. (1) Drug 2: CN(CC1=CN=C2C(=N1)C(=NC(=N2)N)N)C3=CC=C(C=C3)C(=O)NC(CCC(=O)O)C(=O)O. Cell line: MOLT-4. Synergy scores: CSS=54.7, Synergy_ZIP=1.23, Synergy_Bliss=0.142, Synergy_Loewe=-22.4, Synergy_HSA=-0.164. Drug 1: CC1=C2C(C(=O)C3(C(CC4C(C3C(C(C2(C)C)(CC1OC(=O)C(C(C5=CC=CC=C5)NC(=O)C6=CC=CC=C6)O)O)OC(=O)C7=CC=CC=C7)(CO4)OC(=O)C)O)C)OC(=O)C. (2) Drug 1: CCC1(CC2CC(C3=C(CCN(C2)C1)C4=CC=CC=C4N3)(C5=C(C=C6C(=C5)C78CCN9C7C(C=CC9)(C(C(C8N6C=O)(C(=O)OC)O)OC(=O)C)CC)OC)C(=O)OC)O.OS(=O)(=O)O. Drug 2: C1CC(=O)NC(=O)C1N2C(=O)C3=CC=CC=C3C2=O. Cell line: SF-295. Synergy scores: CSS=-2.01, Synergy_ZIP=2.22, Synergy_Bliss=2.19, Synergy_Loewe=-3.03, Synergy_HSA=-2.14. (3) Drug 1: CCC(=C(C1=CC=CC=C1)C2=CC=C(C=C2)OCCN(C)C)C3=CC=CC=C3.C(C(=O)O)C(CC(=O)O)(C(=O)O)O. Drug 2: C1=CC=C(C(=C1)C(C2=CC=C(C=C2)Cl)C(Cl)Cl)Cl. Cell line: T-47D. Synergy scores: CSS=14.7, Synergy_ZIP=-6.83, Synergy_Bliss=-6.31, Synergy_Loewe=-15.2, Synergy_HSA=-3.66. (4) Drug 1: CC1=C(C=C(C=C1)C(=O)NC2=CC(=CC(=C2)C(F)(F)F)N3C=C(N=C3)C)NC4=NC=CC(=N4)C5=CN=CC=C5. Drug 2: N.N.Cl[Pt+2]Cl. Cell line: HCT116. Synergy scores: CSS=51.3, Synergy_ZIP=-4.70, Synergy_Bliss=-6.90, Synergy_Loewe=-5.44, Synergy_HSA=-3.94. (5) Drug 1: CC12CCC3C(C1CCC2O)C(CC4=C3C=CC(=C4)O)CCCCCCCCCS(=O)CCCC(C(F)(F)F)(F)F. Drug 2: CS(=O)(=O)OCCCCOS(=O)(=O)C. Cell line: CCRF-CEM. Synergy scores: CSS=31.1, Synergy_ZIP=-10.4, Synergy_Bliss=-3.93, Synergy_Loewe=0.584, Synergy_HSA=1.02.